This data is from Catalyst prediction with 721,799 reactions and 888 catalyst types from USPTO. The task is: Predict which catalyst facilitates the given reaction. (1) Reactant: Cl[C:2]1[N:7]=[C:6]([CH3:8])[C:5]([Cl:9])=[CH:4][N:3]=1.[NH2:10][C:11]1[CH:12]=[C:13]([C:18]2[S:22][C:21]([C:23]3([OH:27])[CH2:26][CH2:25][CH2:24]3)=[N:20][CH:19]=2)[CH:14]=[C:15]([CH3:17])[CH:16]=1.CC(C1C=C(C(C)C)C(C2C=CC=CC=2P(C2CCCCC2)C2CCCCC2)=C(C(C)C)C=1)C.C(=O)([O-])[O-].[K+].[K+]. Product: [Cl:9][C:5]1[C:6]([CH3:8])=[N:7][C:2]([NH:10][C:11]2[CH:12]=[C:13]([C:18]3[S:22][C:21]([C:23]4([OH:27])[CH2:26][CH2:25][CH2:24]4)=[N:20][CH:19]=3)[CH:14]=[C:15]([CH3:17])[CH:16]=2)=[N:3][CH:4]=1. The catalyst class is: 110. (2) Reactant: [Br:1][C:2]1[CH:11]=[C:10]2[C:5]([C:6](=O)[CH:7]=[C:8]([C:12]3[N:13]=[CH:14][C:15]4[C:20]([CH:21]=3)=[CH:19][CH:18]=[CH:17][CH:16]=4)[O:9]2)=[CH:4][CH:3]=1.Cl.[C:24]([O:28][NH2:29])([CH3:27])([CH3:26])[CH3:25]. Product: [C:24]([O:28][N:29]=[C:6]1[C:5]2[C:10](=[CH:11][C:2]([Br:1])=[CH:3][CH:4]=2)[O:9][C:8]([C:12]2[N:13]=[CH:14][C:15]3[C:20]([CH:21]=2)=[CH:19][CH:18]=[CH:17][CH:16]=3)=[CH:7]1)([CH3:27])([CH3:26])[CH3:25]. The catalyst class is: 5. (3) Reactant: [N+:1](/[CH:4]=[CH:5]/[C:6]1[CH:11]=[CH:10][C:9]([O:12][C:13]2[CH:18]=[CH:17][CH:16]=[CH:15][CH:14]=2)=[CH:8][CH:7]=1)([O-:3])=[O:2].[BH4-].[Na+].O. Product: [N+:1]([CH2:4][CH2:5][C:6]1[CH:11]=[CH:10][C:9]([O:12][C:13]2[CH:18]=[CH:17][CH:16]=[CH:15][CH:14]=2)=[CH:8][CH:7]=1)([O-:3])=[O:2]. The catalyst class is: 5. (4) Reactant: [C:1]([C:3]1[CH:8]=[CH:7][C:6]([N:9]2[C:17]3[CH:16]=[CH:15][CH:14]=[C:13]([C:18](O)=[O:19])[C:12]=3[C:11]([CH3:21])=[N:10]2)=[CH:5][C:4]=1[NH:22][CH2:23][C:24]([OH:27])([CH3:26])[CH3:25])#[N:2].[CH:28]1[C:33]([F:34])=[CH:32][C:31]([NH2:35])=[C:30]([NH2:36])[CH:29]=1.F[B-](F)(F)F.C(OC(C(=NOC(N(C)C)=[N+](C)C)C#N)=O)C.C(N(C(C)C)CC)(C)C. Product: [NH2:35][C:31]1[CH:32]=[C:33]([F:34])[CH:28]=[CH:29][C:30]=1[NH:36][C:18]([C:13]1[C:12]2[C:11]([CH3:21])=[N:10][N:9]([C:6]3[CH:7]=[CH:8][C:3]([C:1]#[N:2])=[C:4]([NH:22][CH2:23][C:24]([OH:27])([CH3:25])[CH3:26])[CH:5]=3)[C:17]=2[CH:16]=[CH:15][CH:14]=1)=[O:19]. The catalyst class is: 9. (5) Reactant: [Cl:1][C:2]1[CH:10]=[CH:9][C:8]2[NH:7][C:6]3[CH2:11][CH2:12][N:13]([CH3:16])[CH2:14][CH2:15][C:5]=3[C:4]=2[CH:3]=1.N1CCC[C@H]1C(O)=O.[O-]P([O-])([O-])=O.[K+].[K+].[K+].Cl[CH2:34][C:35]([NH:37][C:38]1[CH:43]=[CH:42][C:41]([F:44])=[CH:40][CH:39]=1)=[O:36]. Product: [Cl:1][C:2]1[CH:10]=[CH:9][C:8]2[N:7]([CH2:34][C:35]([NH:37][C:38]3[CH:43]=[CH:42][C:41]([F:44])=[CH:40][CH:39]=3)=[O:36])[C:6]3[CH2:11][CH2:12][N:13]([CH3:16])[CH2:14][CH2:15][C:5]=3[C:4]=2[CH:3]=1. The catalyst class is: 471. (6) Reactant: Br[C:2]1[N:6]([S:7]([C:10]2[CH:11]=[N:12][C:13]([O:16][CH3:17])=[CH:14][CH:15]=2)(=[O:9])=[O:8])[CH:5]=[C:4]([CH2:18][N:19]([CH3:27])[C:20](=[O:26])[O:21][C:22]([CH3:25])([CH3:24])[CH3:23])[CH:3]=1.[F:28][C:29]1[C:34](B(O)O)=[CH:33][CH:32]=[CH:31][N:30]=1.C(=O)([O-])[O-].[Na+].[Na+]. Product: [F:28][C:29]1[C:34]([C:2]2[N:6]([S:7]([C:10]3[CH:11]=[N:12][C:13]([O:16][CH3:17])=[CH:14][CH:15]=3)(=[O:9])=[O:8])[CH:5]=[C:4]([CH2:18][N:19]([CH3:27])[C:20](=[O:26])[O:21][C:22]([CH3:25])([CH3:24])[CH3:23])[CH:3]=2)=[CH:33][CH:32]=[CH:31][N:30]=1. The catalyst class is: 73. (7) Reactant: [OH:1][CH2:2][C:3]([NH:8][C:9](=[O:19])[C:10]1[CH:15]=[CH:14][CH:13]=[C:12]([O:16][CH3:17])[C:11]=1[CH3:18])([CH3:7])[CH:4]([CH3:6])[CH3:5].CC(OI1(OC(C)=O)(OC(C)=O)OC(=O)C2C=CC=CC1=2)=O.C([O-])(O)=O.[Na+].[O-]S([O-])(=S)=O.[Na+].[Na+]. Product: [CH:2]([C:3]([NH:8][C:9](=[O:19])[C:10]1[CH:15]=[CH:14][CH:13]=[C:12]([O:16][CH3:17])[C:11]=1[CH3:18])([CH3:7])[CH:4]([CH3:5])[CH3:6])=[O:1]. The catalyst class is: 2. (8) Reactant: O[CH2:2][C:3]([CH3:26])=[CH:4][CH2:5][C:6]1[C:14]([O:15][CH2:16][CH2:17][Si:18]([CH3:21])([CH3:20])[CH3:19])=[C:13]2[C:9]([CH2:10][O:11][C:12]2=[O:22])=[C:8]([CH3:23])[C:7]=1[CH:24]=[CH2:25].C1(P(C2C=CC=CC=2)C2C=CC=CC=2)C=CC=CC=1.C(Br)(Br)(Br)[Br:47]. Product: [Br:47][CH2:2][C:3]([CH3:26])=[CH:4][CH2:5][C:6]1[C:14]([O:15][CH2:16][CH2:17][Si:18]([CH3:21])([CH3:20])[CH3:19])=[C:13]2[C:9]([CH2:10][O:11][C:12]2=[O:22])=[C:8]([CH3:23])[C:7]=1[CH:24]=[CH2:25]. The catalyst class is: 2.